From a dataset of Reaction yield outcomes from USPTO patents with 853,638 reactions. Predict the reaction yield, written as a fraction of the theoretical maximum amount of product (1.0 means a 100% yield; for example, 0.34 means a 34% yield). (1) The reactants are [ClH:1].CCOCC.[CH3:7][N:8]([CH2:26][C:27]1[CH:36]=[CH:35][C:34]2[C:29](=[CH:30][CH:31]=[CH:32][CH:33]=2)[C:28]=1[CH2:37][CH2:38][CH3:39])[C:9](=[O:25])/[CH:10]=[CH:11]/[C:12]1[CH:24]=[N:23][C:15]2[NH:16][C:17](=[O:22])[CH2:18][N:19]([CH3:21])[CH2:20][C:14]=2[CH:13]=1. The catalyst is C(Cl)Cl. The product is [ClH:1].[CH3:7][N:8]([CH2:26][C:27]1[CH:36]=[CH:35][C:34]2[C:29](=[CH:30][CH:31]=[CH:32][CH:33]=2)[C:28]=1[CH2:37][CH2:38][CH3:39])[C:9](=[O:25])/[CH:10]=[CH:11]/[C:12]1[CH:24]=[N:23][C:15]2[NH:16][C:17](=[O:22])[CH2:18][N:19]([CH3:21])[CH2:20][C:14]=2[CH:13]=1. The yield is 0.730. (2) The reactants are C(OC([NH:8][CH:9]([CH3:31])[CH2:10][CH2:11][N:12]1[C:20]2[C:15](=[CH:16][CH:17]=[C:18]([C:21]([O:23][CH2:24][CH3:25])=[O:22])[CH:19]=2)[CH:14]=[C:13]1[C:26](OCC)=[O:27])=O)(C)(C)C.N1C2C(=CC=C(C(OCC)=O)C=2)C=C1C(OCC)=O.C(O)(C(F)(F)F)=O.C([O-])([O-])=O.[K+].[K+].C(N(CC)CC)C. The catalyst is C(Cl)Cl.C(O)C.O. The product is [CH3:31][CH:9]1[CH2:10][CH2:11][N:12]2[C:20]3[CH:19]=[C:18]([C:21]([O:23][CH2:24][CH3:25])=[O:22])[CH:17]=[CH:16][C:15]=3[CH:14]=[C:13]2[C:26](=[O:27])[NH:8]1. The yield is 0.150. (3) The reactants are [NH2:1][C:2]1[C:13]([Br:14])=[CH:12][C:5]([C:6]([N:8]([CH2:10][CH3:11])[CH3:9])=[O:7])=[CH:4][N:3]=1.Cl[CH2:16][CH:17]=O.C(=O)([O-])O.[Na+]. The catalyst is C(O)C. The product is [Br:14][C:13]1[C:2]2[N:3]([CH:16]=[CH:17][N:1]=2)[CH:4]=[C:5]([C:6]([N:8]([CH2:10][CH3:11])[CH3:9])=[O:7])[CH:12]=1. The yield is 0.240. (4) The reactants are [ClH:1].[NH2:2][C:3]1[NH:4][CH:5]=[C:6]([CH2:8][CH2:9][CH2:10][NH:11][C:12]([C:14]2[NH:15][CH:16]=[CH:17][CH:18]=2)=[O:13])[N:7]=1.[ClH:19].Cl.NCCCC1N=C(N)NC=1. No catalyst specified. The product is [ClH:1].[NH2:2][C:3]1[NH:4][CH:5]=[C:6]([CH2:8][CH2:9][CH2:10][NH:11][C:12]([C:14]2[NH:15][C:16]([Cl:19])=[C:17]([Cl:1])[CH:18]=2)=[O:13])[N:7]=1. The yield is 0.650. (5) The reactants are I.[S:2]1[CH:6]=[CH:5][CH:4]=[C:3]1[C:7](SC)=[NH:8].[NH2:11][C:12]1[CH:13]=[CH:14][C:15]2[N:20]([CH:21]3[CH2:25][CH2:24][N:23]([C:26]([O:28][C:29]([CH3:32])([CH3:31])[CH3:30])=[O:27])[CH2:22]3)[CH2:19][CH2:18][S:17][C:16]=2[CH:33]=1. The catalyst is CCO. The product is [S:2]1[CH:6]=[CH:5][CH:4]=[C:3]1[C:7](=[NH:8])[NH:11][C:12]1[CH:13]=[CH:14][C:15]2[N:20]([CH:21]3[CH2:25][CH2:24][N:23]([C:26]([O:28][C:29]([CH3:31])([CH3:30])[CH3:32])=[O:27])[CH2:22]3)[CH2:19][CH2:18][S:17][C:16]=2[CH:33]=1. The yield is 0.690.